This data is from Full USPTO retrosynthesis dataset with 1.9M reactions from patents (1976-2016). The task is: Predict the reactants needed to synthesize the given product. (1) Given the product [OH:1][C:2]1([CH2:8][N:9]2[C:10]([C:15]3[CH:20]=[CH:19][CH:18]=[CH:17][CH:16]=3)=[CH:11][CH:12]=[C:13]2[CH3:14])[CH2:7][CH2:6][N:5]([CH2:28][C:27]2[C:22](=[O:21])[NH:23][CH:24]=[CH:25][CH:26]=2)[CH2:4][CH2:3]1, predict the reactants needed to synthesize it. The reactants are: [OH:1][C:2]1([CH2:8][N:9]2[C:13]([CH3:14])=[CH:12][CH:11]=[C:10]2[C:15]2[CH:20]=[CH:19][CH:18]=[CH:17][CH:16]=2)[CH2:7][CH2:6][NH:5][CH2:4][CH2:3]1.[O:21]=[C:22]1[C:27]([CH:28]=O)=[CH:26][CH:25]=[CH:24][NH:23]1.C(O[BH-](OC(=O)C)OC(=O)C)(=O)C.[Na+].C(=O)(O)[O-].[Na+]. (2) Given the product [CH2:1]([O:3][C:4]([C:6]1[C:15](=[O:16])[C:14]2[C:9](=[C:10](/[CH:19]=[CH:20]\[CH2:21][C@H:22]3[CH2:26][C@H:25]([CH2:27][NH2:28])[CH2:24][NH:23]3)[C:11]([F:18])=[C:12]([F:17])[CH:13]=2)[N:8]([CH:43]2[CH2:44][CH2:45]2)[CH:7]=1)=[O:5])[CH3:2], predict the reactants needed to synthesize it. The reactants are: [CH2:1]([O:3][C:4]([C:6]1[C:15](=[O:16])[C:14]2[C:9](=[C:10](/[CH:19]=[CH:20]\[CH2:21][C@H:22]3[CH2:26][C@H:25]([CH2:27][NH:28]C(OC(C)(C)C)=O)[CH2:24][N:23]3C(OC(C)(C)C)=O)[C:11]([F:18])=[C:12]([F:17])[CH:13]=2)[N:8]([CH:43]2[CH2:45][CH2:44]2)[CH:7]=1)=[O:5])[CH3:2].FC(F)(F)C(O)=O. (3) Given the product [CH3:1][O:2][C:3]1[CH:4]=[C:5]2[C:10](=[CH:11][C:12]=1[O:13][CH3:14])[N:9]=[CH:8][N:7]=[C:6]2[O:15][C:16]1[CH:22]=[CH:21][C:19]([NH:20][C:27](=[O:33])[O:26][CH:24]2[CH2:40][CH2:41][N:36]([CH3:35])[CH2:37][CH2:38]2)=[CH:18][CH:17]=1, predict the reactants needed to synthesize it. The reactants are: [CH3:1][O:2][C:3]1[CH:4]=[C:5]2[C:10](=[CH:11][C:12]=1[O:13][CH3:14])[N:9]=[CH:8][N:7]=[C:6]2[O:15][C:16]1[CH:22]=[CH:21][C:19]([NH2:20])=[CH:18][CH:17]=1.Cl[C:24](Cl)([O:26][C:27](=[O:33])OC(Cl)(Cl)Cl)Cl.[CH3:35][N:36]1[CH2:41][CH2:40]C(O)[CH2:38][CH2:37]1.C(=O)(O)[O-].[Na+].